From a dataset of Forward reaction prediction with 1.9M reactions from USPTO patents (1976-2016). Predict the product of the given reaction. (1) Given the reactants [CH3:1][C:2]1([CH3:39])[CH2:7][O:6][CH2:5][CH2:4][N:3]1[C:8]([C:10]1[C:11]2[CH2:27][O:26][C:25]3[CH:24]=[C:23]([O:28][CH3:29])[C:22]([C:30]4[N:31]=[N:32][CH:33]([Si](C)(C)C)[N:34]=4)=[CH:21][C:20]=3[C:12]=2[N:13]([C:15]2[CH:19]=[CH:18][S:17][CH:16]=2)[N:14]=1)=[O:9].[F-].C([N+](CCCC)(CCCC)CCCC)CCC, predict the reaction product. The product is: [CH3:1][C:2]1([CH3:39])[CH2:7][O:6][CH2:5][CH2:4][N:3]1[C:8]([C:10]1[C:11]2[CH2:27][O:26][C:25]3[CH:24]=[C:23]([O:28][CH3:29])[C:22]([C:30]4[N:31]=[N:32][CH2:33][N:34]=4)=[CH:21][C:20]=3[C:12]=2[N:13]([C:15]2[CH:19]=[CH:18][S:17][CH:16]=2)[N:14]=1)=[O:9]. (2) Given the reactants [CH3:1][O:2][C:3](=[O:32])[C@@H:4]([N:15]1[C:21](=[O:22])[CH2:20][CH2:19][N:18]([C:23]2[CH:28]=[CH:27][C:26]([Cl:29])=[C:25]([Cl:30])[CH:24]=2)[CH:17]([CH3:31])[CH2:16]1)[CH2:5][CH2:6][O:7]CC1C=CC=CC=1.B(Br)(Br)Br, predict the reaction product. The product is: [CH3:1][O:2][C:3](=[O:32])[C@@H:4]([N:15]1[C:21](=[O:22])[CH2:20][CH2:19][N:18]([C:23]2[CH:28]=[CH:27][C:26]([Cl:29])=[C:25]([Cl:30])[CH:24]=2)[CH:17]([CH3:31])[CH2:16]1)[CH2:5][CH2:6][OH:7]. (3) Given the reactants [CH:1]1([C:7]2([C:20](=[O:23])[CH2:21][CH3:22])[CH2:12][CH2:11][N:10](C(OC(C)(C)C)=O)[CH2:9][CH2:8]2)[CH2:6][CH2:5][CH2:4][CH2:3][CH2:2]1.[ClH:24], predict the reaction product. The product is: [ClH:24].[CH:1]1([C:7]2([C:20](=[O:23])[CH2:21][CH3:22])[CH2:8][CH2:9][NH:10][CH2:11][CH2:12]2)[CH2:2][CH2:3][CH2:4][CH2:5][CH2:6]1. (4) Given the reactants [NH2:1][C:2]1[N:6]([C:7]2[CH:12]=[CH:11][CH:10]=[C:9]([O:13][CH2:14][C:15]3[CH:20]=[CH:19][CH:18]=[CH:17][CH:16]=3)[CH:8]=2)[N:5]=[C:4]([C:21]([O:23][CH2:24][CH3:25])=[O:22])[CH:3]=1.[Cl:26][C:27]1[CH:35]=[CH:34][C:33]([Br:36])=[CH:32][C:28]=1[C:29](O)=[O:30], predict the reaction product. The product is: [CH2:14]([O:13][C:9]1[CH:8]=[C:7]([N:6]2[C:2]([NH:1][C:29](=[O:30])[C:28]3[CH:32]=[C:33]([Br:36])[CH:34]=[CH:35][C:27]=3[Cl:26])=[CH:3][C:4]([C:21]([O:23][CH2:24][CH3:25])=[O:22])=[N:5]2)[CH:12]=[CH:11][CH:10]=1)[C:15]1[CH:20]=[CH:19][CH:18]=[CH:17][CH:16]=1.